This data is from Full USPTO retrosynthesis dataset with 1.9M reactions from patents (1976-2016). The task is: Predict the reactants needed to synthesize the given product. The reactants are: [CH3:1][O:2][C:3]1[C:4]([OH:20])=[C:5]([C:9]2[N:13]([C:14]3[CH:19]=[CH:18][CH:17]=[CH:16][CH:15]=3)[N:12]=[CH:11][CH:10]=2)[N:6]=[N:7][CH:8]=1.CS(O[CH:26]1[CH2:29][N:28]([CH:30]([C:37]2[CH:42]=[CH:41][CH:40]=[CH:39][CH:38]=2)[C:31]2[CH:36]=[CH:35][CH:34]=[CH:33][CH:32]=2)[CH2:27]1)(=O)=O.C(=O)([O-])[O-].[Cs+].[Cs+].O. Given the product [C:31]1([CH:30]([C:37]2[CH:42]=[CH:41][CH:40]=[CH:39][CH:38]=2)[N:28]2[CH2:29][CH:26]([N:7]3[CH:8]=[C:3]([O:2][CH3:1])[C:4](=[O:20])[C:5]([C:9]4[N:13]([C:14]5[CH:19]=[CH:18][CH:17]=[CH:16][CH:15]=5)[N:12]=[CH:11][CH:10]=4)=[N:6]3)[CH2:27]2)[CH:32]=[CH:33][CH:34]=[CH:35][CH:36]=1, predict the reactants needed to synthesize it.